This data is from Forward reaction prediction with 1.9M reactions from USPTO patents (1976-2016). The task is: Predict the product of the given reaction. (1) Given the reactants [CH2:1]([N:8]1[CH2:18][CH2:17][C:11]2[N:12]=[CH:13][N:14]=[C:15](Cl)[C:10]=2[CH2:9]1)[C:2]1[CH:7]=[CH:6][CH:5]=[CH:4][CH:3]=1.[Cl:19][C:20]1[CH:25]=[CH:24][C:23]([C@H:26]([NH2:28])[CH3:27])=[CH:22][CH:21]=1.C(N(CC)C(C)C)(C)C, predict the reaction product. The product is: [CH2:1]([N:8]1[CH2:18][CH2:17][C:11]2[N:12]=[CH:13][N:14]=[C:15]([NH:28][C@@H:26]([C:23]3[CH:24]=[CH:25][C:20]([Cl:19])=[CH:21][CH:22]=3)[CH3:27])[C:10]=2[CH2:9]1)[C:2]1[CH:7]=[CH:6][CH:5]=[CH:4][CH:3]=1. (2) Given the reactants Cl[CH2:2][CH2:3][N:4]1[CH:8]=[C:7]([B:9]2[O:13][C:12]([CH3:15])([CH3:14])[C:11]([CH3:17])([CH3:16])[O:10]2)[CH:6]=[N:5]1.C1COCC1.[I-].[K+].[CH3:25][NH:26][CH3:27], predict the reaction product. The product is: [CH3:25][N:26]([CH3:27])[CH2:2][CH2:3][N:4]1[CH:8]=[C:7]([B:9]2[O:13][C:12]([CH3:15])([CH3:14])[C:11]([CH3:17])([CH3:16])[O:10]2)[CH:6]=[N:5]1. (3) Given the reactants [NH2:1][C:2]1[C:3]([C:15]([NH2:17])=[O:16])=[CH:4][C:5]2[C:13]3[C:8](=[CH:9][CH:10]=[CH:11][CH:12]=3)[NH:7][C:6]=2[N:14]=1.[OH-].[Na+].Br[CH2:21][CH:22]1[CH2:26][CH2:25][CH2:24][N:23]1[C:27]([O:29][C:30]([CH3:33])([CH3:32])[CH3:31])=[O:28].Cl, predict the reaction product. The product is: [NH2:1][C:2]1[C:3]([C:15]([NH2:17])=[O:16])=[CH:4][C:5]2[C:13]3[C:8](=[CH:9][CH:10]=[CH:11][CH:12]=3)[N:7]([CH2:21][CH:22]3[CH2:26][CH2:25][CH2:24][N:23]3[C:27]([O:29][C:30]([CH3:31])([CH3:33])[CH3:32])=[O:28])[C:6]=2[N:14]=1. (4) Given the reactants [Cl:1][C:2]1[CH:7]=[C:6]([NH2:8])[C:5]([I:9])=[CH:4][N:3]=1.C=O.[C:12](O[BH-](OC(=O)C)OC(=O)C)(=O)C.[Na+].CCOC(C)=O, predict the reaction product. The product is: [Cl:1][C:2]1[CH:7]=[C:6]([NH:8][CH3:12])[C:5]([I:9])=[CH:4][N:3]=1. (5) Given the reactants [F:1][C:2]([F:15])([F:14])[C:3]1[N:4]=[C:5]([OH:13])[C:6]2[CH2:12][CH2:11][NH:10][CH2:9][C:7]=2[N:8]=1.[C:16](O[C:16]([O:18][C:19]([CH3:22])([CH3:21])[CH3:20])=[O:17])([O:18][C:19]([CH3:22])([CH3:21])[CH3:20])=[O:17], predict the reaction product. The product is: [OH:13][C:5]1[C:6]2[CH2:12][CH2:11][N:10]([C:16]([O:18][C:19]([CH3:22])([CH3:21])[CH3:20])=[O:17])[CH2:9][C:7]=2[N:8]=[C:3]([C:2]([F:1])([F:14])[F:15])[N:4]=1. (6) Given the reactants [C:1]([OH:22])(=O)[CH2:2][CH2:3][CH2:4]/[CH:5]=[CH:6]\[CH2:7]/[CH:8]=[CH:9]\[CH2:10]/[CH:11]=[CH:12]\[CH2:13]/[CH:14]=[CH:15]\[CH2:16][CH2:17][CH2:18][CH2:19][CH3:20].ClC(OCCCC)=O.Cl.C(N(CC)CC)C.Cl.[CH3:40][O:41][C:42](=[O:47])[C@H:43]([CH2:45][OH:46])[NH2:44].Cl, predict the reaction product. The product is: [CH3:40][O:41][C:42](=[O:47])[C@H:43]([CH2:45][OH:46])[NH:44][C:1](=[O:22])[CH2:2][CH2:3][CH2:4]/[CH:5]=[CH:6]\[CH2:7]/[CH:8]=[CH:9]\[CH2:10]/[CH:11]=[CH:12]\[CH2:13]/[CH:14]=[CH:15]\[CH2:16][CH2:17][CH2:18][CH2:19][CH3:20]. (7) Given the reactants C([O:8][C:9]1[C:14]2[CH:15]=[C:16]([C:18]3[N:19]=[C:20]4[N:24]([CH:25]=3)[N:23]=[C:22]([C:26]([F:29])([F:28])[CH3:27])[S:21]4)[O:17][C:13]=2[CH:12]=[C:11]([O:30][CH3:31])[CH:10]=1)C1C=CC=CC=1.CC1C(C)=C(C)C(C)=C(C)C=1.ClCCl.B(Cl)(Cl)Cl, predict the reaction product. The product is: [F:28][C:26]([C:22]1[S:21][C:20]2=[N:19][C:18]([C:16]3[O:17][C:13]4[C:14](=[C:9]([OH:8])[CH:10]=[C:11]([O:30][CH3:31])[CH:12]=4)[CH:15]=3)=[CH:25][N:24]2[N:23]=1)([F:29])[CH3:27]. (8) The product is: [CH3:10][C:4]1[CH:3]=[C:2]([NH:1][C:18]([O:20][C:21]2[CH:26]=[CH:25][CH:24]=[CH:23][CH:22]=2)=[O:19])[S:6][C:5]=1[C:7]([O:9][CH2:12][CH3:13])=[O:8]. Given the reactants [NH2:1][C:2]1[S:6][C:5]([C:7]([O-:9])=[O:8])=[C:4]([CH3:10])[CH:3]=1.N1C=CC=[CH:13][CH:12]=1.Cl[C:18]([O:20][C:21]1[CH:26]=[CH:25][CH:24]=[CH:23][CH:22]=1)=[O:19], predict the reaction product. (9) Given the reactants CC1C=CC(S(O[CH2:12][CH2:13][C:14]2[CH:19]=[CH:18][CH:17]=[C:16]([C:20]([CH3:23])([CH3:22])[CH3:21])[CH:15]=2)(=O)=O)=CC=1.[C:24]1([C:30]([C:38]2[CH:43]=[CH:42][CH:41]=[CH:40][CH:39]=2)([CH:32]2[CH2:37][CH2:36][NH:35][CH2:34][CH2:33]2)[OH:31])[CH:29]=[CH:28][CH:27]=[CH:26][CH:25]=1.C(#N)C, predict the reaction product. The product is: [C:20]([C:16]1[CH:15]=[C:14]([CH:19]=[CH:18][CH:17]=1)[CH2:13][CH2:12][N:35]1[CH2:34][CH2:33][CH:32]([C:30]([C:38]2[CH:43]=[CH:42][CH:41]=[CH:40][CH:39]=2)([C:24]2[CH:25]=[CH:26][CH:27]=[CH:28][CH:29]=2)[OH:31])[CH2:37][CH2:36]1)([CH3:21])([CH3:22])[CH3:23]. (10) Given the reactants [I-].[CH3:2][S+](C)(C)=O.[H-].[Na+].[Br:9][C:10]1[N:15]=[CH:14][C:13](/[CH:16]=[CH:17]/[C:18]([O:20][CH2:21][CH3:22])=[O:19])=[CH:12][CH:11]=1, predict the reaction product. The product is: [CH2:21]([O:20][C:18]([C@@H:17]1[CH2:2][C@H:16]1[C:13]1[CH:14]=[N:15][C:10]([Br:9])=[CH:11][CH:12]=1)=[O:19])[CH3:22].